This data is from Experimentally validated miRNA-target interactions with 360,000+ pairs, plus equal number of negative samples. The task is: Binary Classification. Given a miRNA mature sequence and a target amino acid sequence, predict their likelihood of interaction. (1) The miRNA is hsa-miR-203a-5p with sequence AGUGGUUCUUAACAGUUCAACAGUU. Result: 0 (no interaction). The protein sequence of the target gene is MERQVLRLRQAFRSGRSRPLRFRLQQLEALRRMVQEREKEILAAIAADLSKSELNAYSHEVITILGEIDFMLGNLPELASARPAKKNLLTMMDEAYVQPEPLGVVLIIGAWNYPFVLTMQPLVGAIAAGNAAIVKPSELSENTAKILAELLPQYLDQDLYAIVNGGIPETTELLKQRFDHILYTGNTAVGKIVMEAAAKHLTPVTLELGGKSPCYIDRDCDLDVACRRIAWGKYMNCGQTCIAPDYILCEASLQNQIVQKIKETVKDFYGENIKASPDYERIINLRHFKRLQSLLKGQKI.... (2) The miRNA is hsa-miR-1305 with sequence UUUUCAACUCUAAUGGGAGAGA. The protein sequence of the target gene is MMNMSLPFLWSLLTLLIFAEVNGEAGELELQRQKRSINLQQPRMATERGNLVFLTGSAQNIEFRTGSLGKIKLNDEDLSECLHQIQKNKEDIIELKGSAIGLPQNISSQIYQLNSKLVDLERKFQGLQQTVDKKVCSSNPCQNGGTCLNLHDSFFCICPPQWKGPLCSADVNECEIYSGTPLSCQNGGTCVNTMGSYSCHCPPETYGPQCASKYDDCEGGSVARCVHGICEDLMREQAGEPKYSCVCDAGWMFSPNSPACTLDRDECSFQPGPCSTLVQCFNTQGSFYCGACPTGWQGNG.... Result: 0 (no interaction). (3) The miRNA is hsa-miR-135b-3p with sequence AUGUAGGGCUAAAAGCCAUGGG. The protein sequence of the target gene is MAPAFLLLLLLWPQGCVSGPSADSVYTKVRLLEGETLSVQCSYKGYKNRVEGKVWCKIRKKKCEPGFARVWVKGPRYLLQDDAQAKVVNITMVALKLQDSGRYWCMRNTSGILYPLMGFQLDVSPAPQTERNIPFTHLDNILKSGTVTTGQAPTSGPDAPFTTGVMVFTPGLITLPRLLASTRPASKTGYSFTATSTTSQGPRRTMGSQTVTASPSNARDSSAGPESISTKSGDLSTRSPTTGLCLTSRSLLNRLPSMPSIRHQDVYSTVLGVVLTLLVLMLIMVYGFWKKRHMASYSMC.... Result: 1 (interaction). (4) The miRNA is hsa-miR-6887-3p with sequence UCCCCUCCACUUUCCUCCUAG. The protein sequence of the target gene is MGGTTSTRRVTFEADENENITVVKGIRLSENVIDRMKESSPSGSKSQRYSGAYGASVSDEELKRRVAEELALEQAKKESEDQKRLKQAKELDRERAAANEQLTRAILRERICSEEERAKAKHLARQLEEKDRVLKKQDAFYKEQLARLEERSSEFYRVTTEQYQKAAEEVEAKFKRYESHPVCADLQAKILQCYRENTHQTLKCSALATQYMHCVNHAKQSMLEKGG. Result: 0 (no interaction). (5) The miRNA is hsa-miR-16-1-3p with sequence CCAGUAUUAACUGUGCUGCUGA. The protein sequence of the target gene is MKFPGPLENQRLSFLLEKAITREAQMWKVNVRKMPSNQNVSPSQRDEVIQWLAKLKYQFNLYPETFALASSLLDRFLATVKAHPKYLSCIAISCFFLAAKTVEEDERIPVLKVLARDSFCGCSSSEILRMERIILDKLNWDLHTATPLDFLHIFHAIAVSTRPQLLFSLPKLSPSQHLAVLTKQLLHCMACNQLLQFRGSMLALAMVSLEMEKLIPDWLSLTIELLQKAQMDSSQLIHCRELVAHHLSTLQSSLPLNSVYVYRPLKHTLVTCDKGVFRLHPSSVPGPDFSKDNSKPEVPV.... Result: 0 (no interaction). (6) The miRNA is ath-miR157a-5p with sequence UUGACAGAAGAUAGAGAGCAC. The protein sequence of the target gene is MVCGCSALLPLPNPRPTMPATPNFLANPSSSSRWIPLQPMPVAWAFVQKTSALLWLLLLGTSLSPAWGQAKIPLETVKLWADTFGGDLYNTVTKYSGSLLLQKKYKDVESSLKIEEVDGLELVRKFSEDMENMLRRKVEAVQNLVEAAEEADLNHEFNESLVFDYYNSVLINERDEKGNFVELGAEFLLESNAHFSNLPVNTSISSVQLPTNVYNKDPDILNGVYMSEALNAVFVENFQRDPTLTWQYFGSATGFFRIYPGIKWTPDENGVITFDCRNRGWYIQAATSPKDIVILVDVSG.... Result: 0 (no interaction). (7) The miRNA is hsa-miR-6748-3p with sequence UCCUGUCCCUGUCUCCUACAG. The protein sequence of the target gene is MLAARLSRPLSQLPGKALSVRDRENGTRHTLLFYPASFSPDTRRTYASQADAASGKAILITGCDSGFGFSLAKHLHSKGFLVFAGCLMKDKGDAGVKELDSLKSDRLRTIQLNVCNSEEVEKAVETIRSGLKDPEKGMWGLVNNAGISTFGEVEFTSMETYKEVAEVNLWGTVRTTKSFLPLLRRAKGRVVNISSMLGRMANPARSPYCITKFGIEAFSDCLRYEMHPLGVKVSVVEPGNFIAATSLYSPERIQAIAKKMWDDLPEVVRKDYGRKYFDEKIAKMETYCNSGSTDTSSVIN.... Result: 0 (no interaction). (8) The miRNA is hsa-miR-4489 with sequence UGGGGCUAGUGAUGCAGGACG. The protein sequence of the target gene is MVINLCLPQFRPRIHCNKISADGYEVENLISEDLTKRSHGFRTEYFIKPPVYVTVSFPFNVEICRINIDLTAGGGQNVTGLEMYTSASSSRVSWNTPQCRTLGPAEPSVPDKEAFTLVGKVLLKNQSQVVFSHRGFKARPPFGAMEATLPSPAVVAQELWNKGALSLSHVAHLRICITHVTGGGIPCIKRLEVWGQPAKTCSQEVIDSILLVTSENLPQDVALQAPALPMESDCDPGDQPESQQAPSSLQKLAEIIQDVPEEFLDPITLEIMPCPMLLPSGKVIDQSTLEKCNRSEATWG.... Result: 0 (no interaction). (9) The miRNA is mmu-miR-16-5p with sequence UAGCAGCACGUAAAUAUUGGCG. The protein sequence of the target gene is MSRIYQDSALRNKAVQSARLPGTWDPATHQGGNGILLEGELVDVSRHSILDAHGRKERYYVLYIQPSCIHRRKFDPKGNEIEPNFSATRKVNTGFLMSSYKVEAKGDTDRLTLEALKSLVNKPQLLELTESLTPDQAVAFWMPESEMEVMELELGTGVRLKTRGDGPFIDSLAKLELGTVTKCNFAGDGKTGASWTDNIMAQKSSERNTAEIREQGDGAEDEEWDD. Result: 0 (no interaction). (10) The miRNA is mmu-miR-5134-5p with sequence UUGGCAGAAAGGGCAGCUGUG. The protein sequence of the target gene is MASHTADADAKPDSDSQKLLNVLPVSLRLRTRPWWFPIQEVSNPLVLYMEAWVAERVIGTDQAEISEIEWMCQALLTVDSVNSGNLAEITIFGQPSAQTRMKNILLNMAAWHKENELQRAVKVKEVEEFLKIRASSILSKLSKKGLKLAGFPLPLEGRETQMES. Result: 0 (no interaction).